The task is: Regression. Given a peptide amino acid sequence and an MHC pseudo amino acid sequence, predict their binding affinity value. This is MHC class I binding data.. This data is from Peptide-MHC class I binding affinity with 185,985 pairs from IEDB/IMGT. (1) The peptide sequence is PPYCTIAPVGI. The MHC is HLA-B07:02 with pseudo-sequence HLA-B07:02. The binding affinity (normalized) is 0.223. (2) The peptide sequence is RGYVWTNGY. The MHC is HLA-B39:01 with pseudo-sequence HLA-B39:01. The binding affinity (normalized) is 0.0847. (3) The peptide sequence is GAVVKSDNK. The MHC is HLA-A68:01 with pseudo-sequence HLA-A68:01. The binding affinity (normalized) is 0.128. (4) The peptide sequence is AEIDRSFKP. The MHC is HLA-A02:01 with pseudo-sequence HLA-A02:01. The binding affinity (normalized) is 0.0847.